The task is: Regression. Given a peptide amino acid sequence and an MHC pseudo amino acid sequence, predict their binding affinity value. This is MHC class I binding data.. This data is from Peptide-MHC class I binding affinity with 185,985 pairs from IEDB/IMGT. (1) The peptide sequence is AHAGARVNL. The MHC is HLA-B27:05 with pseudo-sequence HLA-B27:05. The binding affinity (normalized) is 0.213. (2) The peptide sequence is FPRIWLHGL. The MHC is HLA-B07:02 with pseudo-sequence HLA-B07:02. The binding affinity (normalized) is 0.800. (3) The peptide sequence is EDFEIFYNL. The MHC is BoLA-T2b with pseudo-sequence BoLA-T2b. The binding affinity (normalized) is 0.0641. (4) The peptide sequence is GQGGSPTAM. The MHC is HLA-B40:02 with pseudo-sequence HLA-B40:02. The binding affinity (normalized) is 0.222.